Dataset: Full USPTO retrosynthesis dataset with 1.9M reactions from patents (1976-2016). Task: Predict the reactants needed to synthesize the given product. (1) Given the product [C:26]1([C:29]2[CH:30]=[CH:31][CH:32]=[CH:33][CH:34]=2)[CH:25]=[CH:24][C:23]([O:22][CH2:21][C:18]2[O:17][C:16]([C:14]([NH:13][C:8]3([C:6]([OH:7])=[O:5])[CH2:9][CH2:10][CH2:11][CH2:12]3)=[O:15])=[CH:20][CH:19]=2)=[CH:28][CH:27]=1, predict the reactants needed to synthesize it. The reactants are: O.[OH-].[Li+].C[O:5][C:6]([C:8]1([NH:13][C:14]([C:16]2[O:17][C:18]([CH2:21][O:22][C:23]3[CH:28]=[CH:27][C:26]([C:29]4[CH:34]=[CH:33][CH:32]=[CH:31][CH:30]=4)=[CH:25][CH:24]=3)=[CH:19][CH:20]=2)=[O:15])[CH2:12][CH2:11][CH2:10][CH2:9]1)=[O:7]. (2) The reactants are: C(S[C:5]1[CH:10]=[CH:9][CH:8]=[CH:7][C:6]=1[C:11]1[N:23]([CH3:24])[C:14]2=[N:15][CH:16]=[C:17]([C:19]([F:22])([F:21])[F:20])[CH:18]=[C:13]2[N:12]=1)CC.Cl[C:26]1C=CC=C(C(OO)=O)[CH:27]=1.C(=O)([O-])O.[Na+].[S:41]([O-:45])([O-])(=[O:43])=S.[Na+].[Na+]. Given the product [CH2:26]([S:41]([C:5]1[CH:10]=[CH:9][CH:8]=[CH:7][C:6]=1[C:11]1[N:23]([CH3:24])[C:14]2=[N:15][CH:16]=[C:17]([C:19]([F:22])([F:20])[F:21])[CH:18]=[C:13]2[N:12]=1)(=[O:45])=[O:43])[CH3:27], predict the reactants needed to synthesize it.